This data is from Catalyst prediction with 721,799 reactions and 888 catalyst types from USPTO. The task is: Predict which catalyst facilitates the given reaction. Reactant: C(Cl)(=O)C(Cl)=O.CS(C)=O.[CH2:11]([O:18][C:19]([NH:21][CH2:22][CH:23]([OH:25])[CH3:24])=[O:20])[C:12]1[CH:17]=[CH:16][CH:15]=[CH:14][CH:13]=1.CCN(CC)CC. Product: [CH2:11]([O:18][C:19]([NH:21][CH2:22][C:23](=[O:25])[CH3:24])=[O:20])[C:12]1[CH:17]=[CH:16][CH:15]=[CH:14][CH:13]=1. The catalyst class is: 2.